This data is from Peptide-MHC class I binding affinity with 185,985 pairs from IEDB/IMGT. The task is: Regression. Given a peptide amino acid sequence and an MHC pseudo amino acid sequence, predict their binding affinity value. This is MHC class I binding data. (1) The peptide sequence is MMLAQAYYG. The MHC is HLA-B07:02 with pseudo-sequence HLA-B07:02. The binding affinity (normalized) is 0.0847. (2) The peptide sequence is IAIEKNYWM. The MHC is H-2-Kb with pseudo-sequence H-2-Kb. The binding affinity (normalized) is 0.283. (3) The peptide sequence is EYFMCFKYLL. The MHC is HLA-A23:01 with pseudo-sequence HLA-A23:01. The binding affinity (normalized) is 0.794. (4) The peptide sequence is IRGKMTLTE. The MHC is HLA-B27:05 with pseudo-sequence HLA-B27:05. The binding affinity (normalized) is 0.0476. (5) The peptide sequence is TSPARENYF. The MHC is Mamu-A01 with pseudo-sequence Mamu-A01. The binding affinity (normalized) is 1.00. (6) The peptide sequence is FHNEFTQRL. The MHC is HLA-A80:01 with pseudo-sequence HLA-A80:01. The binding affinity (normalized) is 0.0847. (7) The peptide sequence is YHHFKTIEL. The MHC is HLA-A23:01 with pseudo-sequence HLA-A23:01. The binding affinity (normalized) is 0.531. (8) The peptide sequence is MGKTITDVK. The MHC is HLA-A31:01 with pseudo-sequence HLA-A31:01. The binding affinity (normalized) is 0.320.